This data is from Catalyst prediction with 721,799 reactions and 888 catalyst types from USPTO. The task is: Predict which catalyst facilitates the given reaction. Reactant: C([O:3][C:4]([C:6]1[N:7]=[N:8][N:9]([C:11]2[CH:16]=[C:15]([Cl:17])[CH:14]=[CH:13][C:12]=2[NH:18][S:19]([C:22]2[CH:27]=[CH:26][C:25]([C:28]([CH3:31])([CH3:30])[CH3:29])=[CH:24][CH:23]=2)(=[O:21])=[O:20])[CH:10]=1)=[O:5])C.[OH-].[Na+]. Product: [C:28]([C:25]1[CH:26]=[CH:27][C:22]([S:19]([NH:18][C:12]2[CH:13]=[CH:14][C:15]([Cl:17])=[CH:16][C:11]=2[N:9]2[CH:10]=[C:6]([C:4]([OH:5])=[O:3])[N:7]=[N:8]2)(=[O:20])=[O:21])=[CH:23][CH:24]=1)([CH3:31])([CH3:29])[CH3:30]. The catalyst class is: 1.